From a dataset of Forward reaction prediction with 1.9M reactions from USPTO patents (1976-2016). Predict the product of the given reaction. Given the reactants [O:1]=[C:2]1[NH:7][C:6]([N:8]2[CH2:13][CH2:12][N:11]([C:14]([O:16][C:17]([CH3:20])([CH3:19])[CH3:18])=[O:15])[CH2:10][CH2:9]2)=[N:5][C:4]2[N:21]=[CH:22][CH:23]=[CH:24][C:3]1=2.[CH2:25]1COCC1.C[I:31], predict the reaction product. The product is: [I-:31].[CH3:25][N+:21]1[C:4]2[N:5]=[C:6]([N:8]3[CH2:13][CH2:12][N:11]([C:14]([O:16][C:17]([CH3:20])([CH3:19])[CH3:18])=[O:15])[CH2:10][CH2:9]3)[NH:7][C:2](=[O:1])[C:3]=2[CH:24]=[CH:23][CH:22]=1.